This data is from Full USPTO retrosynthesis dataset with 1.9M reactions from patents (1976-2016). The task is: Predict the reactants needed to synthesize the given product. (1) Given the product [CH3:14][C:4]1[CH:3]=[C:2]([O:1][CH2:18][CH2:19][CH3:20])[C:11]2[C:6](=[CH:7][CH:8]=[CH:9][CH:10]=2)[C:5]=1[CH:12]=[O:13], predict the reactants needed to synthesize it. The reactants are: [OH:1][C:2]1[C:11]2[C:6](=[CH:7][CH:8]=[CH:9][CH:10]=2)[C:5]([CH:12]=[O:13])=[C:4]([CH3:14])[CH:3]=1.[H-].[Na+].I[CH2:18][CH2:19][CH3:20]. (2) Given the product [Cl:25][C:15]1[CH:14]=[C:13]([CH:18]=[CH:17][C:16]=1[O:19][CH2:20][C:21]([F:24])([F:23])[F:22])[CH2:12][N:9]1[C:10](=[O:11])[C:6]2[CH:5]=[CH:4][N:3]=[C:2]([C:26]([O:28][C:29]3[CH:34]=[CH:33][CH:32]=[CH:31][CH:30]=3)=[O:27])[C:7]=2[CH2:8]1, predict the reactants needed to synthesize it. The reactants are: Cl[C:2]1[C:7]2[CH2:8][N:9]([CH2:12][C:13]3[CH:18]=[CH:17][C:16]([O:19][CH2:20][C:21]([F:24])([F:23])[F:22])=[C:15]([Cl:25])[CH:14]=3)[C:10](=[O:11])[C:6]=2[CH:5]=[CH:4][N:3]=1.[CH:26]([O:28][C:29]1[CH:34]=[CH:33][CH:32]=[CH:31][CH:30]=1)=[O:27]. (3) Given the product [CH2:20]([NH:24][C:17]([C:15]1[CH:14]=[CH:13][N:12]=[C:11]([C:5]2[CH:4]=[C:3]([CH2:1][CH3:2])[C:8](=[O:9])[NH:7][C:6]=2[CH3:10])[CH:16]=1)=[O:19])[CH2:21][CH2:22][CH3:23], predict the reactants needed to synthesize it. The reactants are: [CH2:1]([C:3]1[C:8](=[O:9])[NH:7][C:6]([CH3:10])=[C:5]([C:11]2[CH:16]=[C:15]([C:17]([OH:19])=O)[CH:14]=[CH:13][N:12]=2)[CH:4]=1)[CH3:2].[CH2:20]([NH2:24])[CH2:21][CH2:22][CH3:23]. (4) Given the product [Cl:1][C:2]1[C:13]2[CH2:12][CH2:11][N:10]([CH3:14])[CH2:9][CH2:8][N:7]3[C:6]=2[C:5]([C:16]2[CH2:20][CH2:19][CH2:18][C:17]=23)=[CH:4][CH:3]=1, predict the reactants needed to synthesize it. The reactants are: [Cl:1][C:2]1[C:13]2[CH2:12][CH2:11][N:10]([CH3:14])[CH2:9][CH2:8][N:7](N)[C:6]=2[CH:5]=[CH:4][CH:3]=1.[C:16]1(=O)[CH2:20][CH2:19][CH2:18][CH2:17]1.O.C1(C)C=CC(S(O)(=O)=O)=CC=1. (5) The reactants are: C(O[C:6]([N:8]1[CH2:13][CH2:12][C@H:11]([O:14][CH3:15])[C@H:10]([F:16])[CH2:9]1)=O)(C)(C)C.ClC1[N:23]=[C:22]([NH2:24])[CH:21]=[CH:20][N:19]=1.C(N(CC)CC)C.C(O)(C)C. Given the product [F:16][C@H:10]1[C@@H:11]([O:14][CH3:15])[CH2:12][CH2:13][N:8]([C:6]2[N:23]=[C:22]([NH2:24])[CH:21]=[CH:20][N:19]=2)[CH2:9]1, predict the reactants needed to synthesize it.